This data is from Forward reaction prediction with 1.9M reactions from USPTO patents (1976-2016). The task is: Predict the product of the given reaction. (1) Given the reactants [Br:1][C:2]1[CH:3]=[CH:4][C:5]([F:22])=[C:6]([CH:8]([OH:21])[C:9]([F:20])([F:19])[CH2:10][O:11][Si:12]([C:15]([CH3:18])([CH3:17])[CH3:16])([CH3:14])[CH3:13])[CH:7]=1.[Cr](O[Cr]([O-])(=O)=O)([O-])(=O)=O.[NH+]1C=CC=CC=1.[NH+]1C=CC=CC=1, predict the reaction product. The product is: [Br:1][C:2]1[CH:3]=[CH:4][C:5]([F:22])=[C:6]([C:8](=[O:21])[C:9]([F:19])([F:20])[CH2:10][O:11][Si:12]([C:15]([CH3:18])([CH3:16])[CH3:17])([CH3:13])[CH3:14])[CH:7]=1. (2) Given the reactants [CH3:1][O:2][C:3]1[C:4](=[O:29])[C:5]([CH3:28])=[C:6]([CH2:12][C:13]2[CH:21]=[CH:20][C:16]([C:17](O)=[O:18])=[C:15]([C:22]3[CH:27]=[CH:26][CH:25]=[CH:24][CH:23]=3)[CH:14]=2)[C:7](=[O:11])[C:8]=1[O:9][CH3:10].[F:30][C:31]([F:40])([F:39])[C:32]1[CH:38]=[CH:37][C:35]([NH2:36])=[CH:34][CH:33]=1.C(N(CC)CC)C.[Cl-].ClC1N(C)CC[NH+]1C, predict the reaction product. The product is: [CH3:1][O:2][C:3]1[C:4](=[O:29])[C:5]([CH3:28])=[C:6]([CH2:12][C:13]2[CH:21]=[CH:20][C:16]([C:17]([NH:36][C:35]3[CH:37]=[CH:38][C:32]([C:31]([F:39])([F:40])[F:30])=[CH:33][CH:34]=3)=[O:18])=[C:15]([C:22]3[CH:27]=[CH:26][CH:25]=[CH:24][CH:23]=3)[CH:14]=2)[C:7](=[O:11])[C:8]=1[O:9][CH3:10]. (3) The product is: [N:23]([C:22]1[CH:24]=[CH:25][C:19]([S:16]([C:15]([F:26])([F:14])[F:27])(=[O:17])=[O:18])=[CH:20][CH:21]=1)=[C:6]=[S:7]. Given the reactants C(=O)([O-])[O-].[Ca+2].[C:6](Cl)(Cl)=[S:7].ClCCl.O.[F:14][C:15]([F:27])([F:26])[S:16]([C:19]1[CH:25]=[CH:24][C:22]([NH2:23])=[CH:21][CH:20]=1)(=[O:18])=[O:17], predict the reaction product.